From a dataset of Catalyst prediction with 721,799 reactions and 888 catalyst types from USPTO. Predict which catalyst facilitates the given reaction. (1) Reactant: [Cl:1][C:2]1[CH:7]=[CH:6][N:5]=[C:4]2[C:8]([C:11]([NH:13][C@H:14]3[CH2:19][CH2:18][CH2:17][CH2:16][C@@H:15]3[OH:20])=[O:12])=[CH:9][NH:10][C:3]=12.[CH3:21][C:22]1[CH:27]=[C:26]([CH2:28]Br)[CH:25]=[CH:24][N:23]=1.C(=O)([O-])[O-].[Cs+].[Cs+]. Product: [Cl:1][C:2]1[CH:7]=[CH:6][N:5]=[C:4]2[C:8]([C:11]([NH:13][C@H:14]3[CH2:19][CH2:18][CH2:17][CH2:16][C@@H:15]3[OH:20])=[O:12])=[CH:9][N:10]([CH2:28][C:26]3[CH:25]=[CH:24][N:23]=[C:22]([CH3:21])[CH:27]=3)[C:3]=12. The catalyst class is: 3. (2) Reactant: C1(C)C=CC(S([O-])(=O)=O)=CC=1.[NH+]1C=CC=CC=1.[O:18]1[CH:23]=[CH:22][CH2:21][CH2:20][CH2:19]1.[OH:24][C:25]1[CH:30]=[CH:29][C:28]([OH:31])=[CH:27][C:26]=1[C:32](=[O:41])[CH2:33][C:34]1[CH:39]=[CH:38][C:37]([F:40])=[CH:36][CH:35]=1. Product: [F:40][C:37]1[CH:38]=[CH:39][C:34]([CH2:33][C:32]([C:26]2[CH:27]=[C:28]([O:31][CH:23]3[CH2:22][CH2:21][CH2:20][CH2:19][O:18]3)[CH:29]=[CH:30][C:25]=2[OH:24])=[O:41])=[CH:35][CH:36]=1. The catalyst class is: 4. (3) Reactant: [Cl:1][C:2]1[CH:8]=[C:7]([O:9][C:10]2[C:19]3[C:14](=[CH:15][C:16]([O:22][CH3:23])=[C:17]([O:20][CH3:21])[CH:18]=3)[N:13]=[CH:12][N:11]=2)[CH:6]=[CH:5][C:3]=1[NH2:4].[F:24][C:25]1[CH:30]=[C:29]([F:31])[CH:28]=[CH:27][C:26]=1[N:32]=[C:33]=[O:34].CCOCC. Product: [Cl:1][C:2]1[CH:8]=[C:7]([O:9][C:10]2[C:19]3[C:14](=[CH:15][C:16]([O:22][CH3:23])=[C:17]([O:20][CH3:21])[CH:18]=3)[N:13]=[CH:12][N:11]=2)[CH:6]=[CH:5][C:3]=1[NH:4][C:33]([NH:32][C:26]1[CH:27]=[CH:28][C:29]([F:31])=[CH:30][C:25]=1[F:24])=[O:34]. The catalyst class is: 22. (4) Reactant: [C:1]([C:3]1[CH:23]=[CH:22][C:6]2[NH:7][C:8](=[O:21])[C@@H:9]([NH:13][C:14](=[O:20])[O:15][C:16]([CH3:19])([CH3:18])[CH3:17])[C@H:10]([CH3:12])[NH:11][C:5]=2[CH:4]=1)#[N:2].Cl[CH2:25][C:26]1[C:35]2[C:30](=[CH:31][CH:32]=[CH:33][CH:34]=2)[CH:29]=[CH:28][C:27]=1[O:36][CH3:37].C(=O)([O-])[O-].[Cs+].[Cs+]. Product: [C:1]([C:3]1[CH:23]=[CH:22][C:6]2[N:7]([CH2:25][C:26]3[C:35]4[C:30](=[CH:31][CH:32]=[CH:33][CH:34]=4)[CH:29]=[CH:28][C:27]=3[O:36][CH3:37])[C:8](=[O:21])[C@@H:9]([NH:13][C:14](=[O:20])[O:15][C:16]([CH3:18])([CH3:19])[CH3:17])[C@H:10]([CH3:12])[NH:11][C:5]=2[CH:4]=1)#[N:2]. The catalyst class is: 31. (5) Reactant: [C:1]([C:4]1[S:8][C:7]([C:9]2[CH:10]=[C:11]([Cl:39])[C:12]3[O:16][CH:15]([CH2:17][NH:18][C:19](=[O:37])/[CH:20]=[CH:21]/[C:22]4[CH:23]=[CH:24][C:25]([NH:28][NH:29]C(OC(C)(C)C)=O)=[N:26][CH:27]=4)[CH2:14][C:13]=3[CH:38]=2)=[CH:6][CH:5]=1)(=[O:3])[CH3:2].Cl. Product: [C:1]([C:4]1[S:8][C:7]([C:9]2[CH:10]=[C:11]([Cl:39])[C:12]3[O:16][CH:15]([CH2:17][NH:18][C:19](=[O:37])/[CH:20]=[CH:21]/[C:22]4[CH:27]=[N:26][C:25]([NH:28][NH2:29])=[CH:24][CH:23]=4)[CH2:14][C:13]=3[CH:38]=2)=[CH:6][CH:5]=1)(=[O:3])[CH3:2]. The catalyst class is: 523. (6) Reactant: [F:1][C:2]1[CH:7]=[CH:6][C:5]([C:8]2[O:9][C:10]3[CH:20]=[C:19]([N:21]([CH3:26])[S:22]([CH3:25])(=[O:24])=[O:23])[C:18](C4C=CC=C(B5OC(C)(C)C(C)(C)O5)C=4)=[CH:17][C:11]=3[C:12]=2[C:13]([NH:15][CH3:16])=[O:14])=[CH:4][CH:3]=1.[CH2:42]([O:49][C:50]1[C:51]([C:57]2[C:65]([CH2:66][OH:67])=[C:60]3[CH:61]=[CH:62][CH:63]=[CH:64][N:59]3[N:58]=2)=[N:52][C:53](Cl)=[CH:54][CH:55]=1)[C:43]1[CH:48]=[CH:47][CH:46]=[CH:45][CH:44]=1.CC(C1C=C(C(C)C)C(C2C=CC=CC=2P(C2CCCCC2)C2CCCCC2)=C(C(C)C)C=1)C.[O-]P([O-])([O-])=O.[K+].[K+].[K+]. Product: [CH2:42]([O:49][C:50]1[CH:55]=[CH:54][C:53]([C:18]2[C:19]([N:21]([CH3:26])[S:22]([CH3:25])(=[O:23])=[O:24])=[CH:20][C:10]3[O:9][C:8]([C:5]4[CH:4]=[CH:3][C:2]([F:1])=[CH:7][CH:6]=4)=[C:12]([C:13]([NH:15][CH3:16])=[O:14])[C:11]=3[CH:17]=2)=[N:52][C:51]=1[C:57]1[C:65]([CH2:66][OH:67])=[C:60]2[CH:61]=[CH:62][CH:63]=[CH:64][N:59]2[N:58]=1)[C:43]1[CH:44]=[CH:45][CH:46]=[CH:47][CH:48]=1. The catalyst class is: 333. (7) Reactant: [Br:1]Br.[CH3:3][N:4]1[C:12]2[C:11]3([C:22]4[CH:27]=[CH:26][CH:25]=[CH:24][CH:23]=4)[CH2:13][CH2:14][C:15]4([CH:20]([CH3:21])[CH:10]3[CH2:9][CH2:8][C:7]=2[CH:6]=[N:5]1)OCC[O:16]4.C([O-])(=O)C.[Na+]. Product: [Br:1][C:6]1[C:7]2[CH2:8][CH2:9][CH:10]3[CH:20]([CH3:21])[C:15](=[O:16])[CH2:14][CH2:13][C:11]3([C:22]3[CH:27]=[CH:26][CH:25]=[CH:24][CH:23]=3)[C:12]=2[N:4]([CH3:3])[N:5]=1. The catalyst class is: 815.